From a dataset of Reaction yield outcomes from USPTO patents with 853,638 reactions. Predict the reaction yield, written as a fraction of the theoretical maximum amount of product (1.0 means a 100% yield; for example, 0.34 means a 34% yield). (1) The reactants are C(N1[CH:12]=[CH:11]N=C1)(N1C=CN=C1)=O.[N:13]1([C:21]2[CH:29]=[CH:28][C:24]([C:25]([OH:27])=[O:26])=[CH:23][CH:22]=2)[CH2:19][CH2:18][C:17](=[O:20])[NH:16][CH2:15][CH2:14]1.[NH2:30][C@H:31]1[CH2:36][C:35]2[C:37]([N:41]3[CH2:46][CH2:45][N:44]([CH3:47])[CH2:43][CH2:42]3)=[CH:38][CH:39]=[CH:40][C:34]=2[O:33][CH2:32]1.C(Cl)(Cl)Cl. The catalyst is CN(C)C=O.C(O)C. The product is [C:25]([O:27][CH2:11][CH3:12])(=[O:26])[CH3:24].[CH3:47][N:44]1[CH2:45][CH2:46][N:41]([C:37]2[C:35]3[CH2:36][C@H:31]([NH:30][C:25](=[O:27])[C:24]4[CH:23]=[CH:22][C:21]([N:13]5[CH2:19][CH2:18][C:17](=[O:20])[NH:16][CH2:15][CH2:14]5)=[CH:29][CH:28]=4)[CH2:32][O:33][C:34]=3[CH:40]=[CH:39][CH:38]=2)[CH2:42][CH2:43]1. The yield is 0.210. (2) The catalyst is C(OCC)(=O)C.[Pd]. The yield is 0.990. The product is [CH:1]1([CH2:4][O:5][C:6]2[CH:7]=[CH:8][C:9]([NH2:12])=[CH:10][CH:11]=2)[CH2:2][CH2:3]1. The reactants are [CH:1]1([CH2:4][O:5][C:6]2[CH:11]=[CH:10][C:9]([N+:12]([O-])=O)=[CH:8][CH:7]=2)[CH2:3][CH2:2]1. (3) The reactants are [F:1][C:2]1[CH:11]=[C:10]2[C:5]([CH:6]=[CH:7][CH:8]=[N:9]2)=[CH:4][C:3]=1[CH2:12][N:13]1[C:17]2=[N:18][C:19]([C:22]3[CH:23]=[N:24][NH:25][CH:26]=3)=[CH:20][N:21]=[C:16]2[N:15]=[N:14]1.I[CH2:28][CH2:29][OH:30].C([O-])([O-])=O.[K+].[K+]. The catalyst is CC(N(C)C)=O. The product is [F:1][C:2]1[CH:11]=[C:10]2[C:5]([CH:6]=[CH:7][CH:8]=[N:9]2)=[CH:4][C:3]=1[CH2:12][N:13]1[C:17]2=[N:18][C:19]([C:22]3[CH:26]=[N:25][N:24]([CH2:28][CH2:29][OH:30])[CH:23]=3)=[CH:20][N:21]=[C:16]2[N:15]=[N:14]1. The yield is 0.310. (4) The reactants are F[C:2]1[CH:9]=[CH:8][C:5]([C:6]#[N:7])=[C:4]([CH3:10])[N:3]=1.Cl.[NH2:12][CH:13]([C:15]1[C:16](=[O:34])[NH:17][C:18]2[C:23]([CH:24]=1)=[CH:22][C:21]([Cl:25])=[C:20]([O:26][CH2:27][CH:28]1[CH2:31][C:30]([F:33])([F:32])[CH2:29]1)[CH:19]=2)[CH3:14].CS(C)=O.CCN(C(C)C)C(C)C. The catalyst is O. The product is [Cl:25][C:21]1[CH:22]=[C:23]2[C:18](=[CH:19][C:20]=1[O:26][CH2:27][CH:28]1[CH2:29][C:30]([F:32])([F:33])[CH2:31]1)[NH:17][C:16](=[O:34])[C:15]([CH:13]([NH:12][C:2]1[CH:9]=[CH:8][C:5]([C:6]#[N:7])=[C:4]([CH3:10])[N:3]=1)[CH3:14])=[CH:24]2. The yield is 0.682. (5) The reactants are [CH3:1][C@@H:2]([NH:13][CH2:14][CH2:15][CH2:16][C:17]1[CH:18]=[CH:19][CH:20]=[C:21]([C:23]([F:26])([F:25])[F:24])[CH:22]=1)[C:3]1[CH:4]=[CH:5][CH:6]=[C:7]2[CH:12]=[CH:11][CH:10]=[CH:9][C:8]=12.[ClH:27]. The catalyst is C(#N)C. The product is [CH3:1][C@@H:2]([NH:13][CH2:14][CH2:15][CH2:16][C:17]1[CH:18]=[CH:19][CH:20]=[C:21]([C:23]([F:24])([F:25])[F:26])[CH:22]=1)[C:3]1[CH:4]=[CH:5][CH:6]=[C:7]2[CH:12]=[CH:11][CH:10]=[CH:9][C:8]=12.[ClH:27]. The yield is 0.770. (6) The reactants are [Br:1][C:2]1[CH:25]=[CH:24][C:5]([CH2:6][CH2:7][C:8]2[S:9][C:10]3[N:11]=[C:12]([NH2:23])[N:13]=[C:14]([N:17]4[CH2:22][CH2:21][NH:20][CH2:19][CH2:18]4)[C:15]=3[N:16]=2)=[CH:4][CH:3]=1.[CH3:26][O:27][C:28]1[CH:38]=[CH:37][C:31]([O:32][CH2:33][C:34](O)=[O:35])=[CH:30][CH:29]=1. No catalyst specified. The product is [NH2:23][C:12]1[N:13]=[C:14]([N:17]2[CH2:18][CH2:19][N:20]([C:34](=[O:35])[CH2:33][O:32][C:31]3[CH:37]=[CH:38][C:28]([O:27][CH3:26])=[CH:29][CH:30]=3)[CH2:21][CH2:22]2)[C:15]2[N:16]=[C:8]([CH2:7][CH2:6][C:5]3[CH:24]=[CH:25][C:2]([Br:1])=[CH:3][CH:4]=3)[S:9][C:10]=2[N:11]=1. The yield is 0.400.